This data is from Forward reaction prediction with 1.9M reactions from USPTO patents (1976-2016). The task is: Predict the product of the given reaction. (1) Given the reactants [OH:1][C:2]1[CH:26]=[CH:25][C:5]2[N:6]=[C:7]([C:9]([NH:11][CH:12]3[CH2:17][CH2:16][N:15]([C:18]([O:20][C:21]([CH3:24])([CH3:23])[CH3:22])=[O:19])[CH2:14][CH2:13]3)=[O:10])[S:8][C:4]=2[CH:3]=1.N(C(OC(C)C)=O)=NC(OC(C)C)=O.[F:41][C:42]([F:57])([F:56])[C:43]1[CH:48]=[CH:47][C:46]([N:49]2[CH2:54][CH2:53][CH:52](O)[CH2:51][CH2:50]2)=[CH:45][CH:44]=1.C1(P(C2C=CC=CC=2)C2C=CC=CC=2)C=CC=CC=1, predict the reaction product. The product is: [F:57][C:42]([F:41])([F:56])[C:43]1[CH:44]=[CH:45][C:46]([N:49]2[CH2:54][CH2:53][CH:52]([O:1][C:2]3[CH:26]=[CH:25][C:5]4[N:6]=[C:7]([C:9]([NH:11][CH:12]5[CH2:13][CH2:14][N:15]([C:18]([O:20][C:21]([CH3:22])([CH3:23])[CH3:24])=[O:19])[CH2:16][CH2:17]5)=[O:10])[S:8][C:4]=4[CH:3]=3)[CH2:51][CH2:50]2)=[CH:47][CH:48]=1. (2) The product is: [CH3:21][C:15]1([CH3:22])[C:16](=[O:17])[NH:3][C:4]2[CH:9]=[CH:8][C:7]([N+:10]([O-:12])=[O:11])=[CH:6][C:5]=2[O:13]1. Given the reactants [F-].[K+].[NH2:3][C:4]1[CH:9]=[CH:8][C:7]([N+:10]([O-:12])=[O:11])=[CH:6][C:5]=1[OH:13].Br[C:15]([CH3:22])([CH3:21])[C:16](OCC)=[O:17], predict the reaction product. (3) Given the reactants [F:1][C:2]([F:33])([F:32])[C:3]1[CH:4]=[C:5]([CH:25]=[C:26]([C:28]([F:31])([F:30])[F:29])[CH:27]=1)[CH2:6][N:7]([CH3:24])[C:8](=[O:23])[C:9]1[C:14]([C:15]2[CH:20]=[CH:19][CH:18]=[CH:17][C:16]=2[CH3:21])=[CH:13][C:12](I)=[N:11][CH:10]=1.[CH3:34][O:35][C:36]([C:38]1[CH:43]=[CH:42][C:41](B(O)O)=[CH:40][CH:39]=1)=[O:37].P([O-])([O-])([O-])=O.[K+].[K+].[K+].P(OC)(OC)OC, predict the reaction product. The product is: [CH3:34][O:35][C:36](=[O:37])[C:38]1[CH:43]=[CH:42][C:41]([C:12]2[CH:13]=[C:14]([C:15]3[CH:20]=[CH:19][CH:18]=[CH:17][C:16]=3[CH3:21])[C:9]([C:8](=[O:23])[N:7]([CH2:6][C:5]3[CH:4]=[C:3]([C:2]([F:1])([F:32])[F:33])[CH:27]=[C:26]([C:28]([F:29])([F:31])[F:30])[CH:25]=3)[CH3:24])=[CH:10][N:11]=2)=[CH:40][CH:39]=1. (4) Given the reactants [CH3:1][O:2][C:3]([CH:5]1[CH2:9][CH:8]([CH3:10])[CH2:7][C:6]1=[O:11])=[O:4].C(N(C(C)C)CC)(C)C.[S:21](O[S:21]([C:24]([F:27])([F:26])[F:25])(=[O:23])=[O:22])([C:24]([F:27])([F:26])[F:25])(=[O:23])=[O:22].CCOC(C)=O, predict the reaction product. The product is: [CH3:1][O:2][C:3]([C:5]1[CH2:9][C@@H:8]([CH3:10])[CH2:7][C:6]=1[O:11][S:21]([C:24]([F:27])([F:26])[F:25])(=[O:23])=[O:22])=[O:4]. (5) Given the reactants [CH3:1][C:2]1[N:7]=[C:6]([O:8][C:9]2[CH:16]=[CH:15][C:12]([CH:13]=O)=[CH:11][CH:10]=2)[CH:5]=[CH:4][CH:3]=1.[H-].[Na+].[CH2:19]1COCC1, predict the reaction product. The product is: [CH:13]([C:12]1[CH:15]=[CH:16][C:9]([O:8][C:6]2[CH:5]=[CH:4][CH:3]=[C:2]([CH3:1])[N:7]=2)=[CH:10][CH:11]=1)=[CH2:19].